From a dataset of Full USPTO retrosynthesis dataset with 1.9M reactions from patents (1976-2016). Predict the reactants needed to synthesize the given product. (1) Given the product [Br:25][C:26]1[N:27]=[CH:28][N:29]([C:2]2[N:7]=[C:6]([C:8]3[CH:13]=[CH:12][C:11]([C:14]([F:17])([F:16])[F:15])=[C:10]([O:18][CH2:19][CH3:20])[CH:9]=3)[CH:5]=[C:4]([C:21]([F:24])([F:23])[F:22])[N:3]=2)[CH:30]=1, predict the reactants needed to synthesize it. The reactants are: Cl[C:2]1[N:7]=[C:6]([C:8]2[CH:13]=[CH:12][C:11]([C:14]([F:17])([F:16])[F:15])=[C:10]([O:18][CH2:19][CH3:20])[CH:9]=2)[CH:5]=[C:4]([C:21]([F:24])([F:23])[F:22])[N:3]=1.[Br:25][C:26]1[N:27]=[CH:28][NH:29][CH:30]=1. (2) Given the product [Cl:1][C:2]1[CH:3]=[C:4]([S:9][CH2:11][CH2:12][CH2:13][N:14]2[C:22](=[O:23])[C:21]3[C:16](=[CH:17][CH:18]=[CH:19][CH:20]=3)[C:15]2=[O:24])[CH:5]=[CH:6][C:7]=1[Cl:8], predict the reactants needed to synthesize it. The reactants are: [Cl:1][C:2]1[CH:3]=[C:4]([SH:9])[CH:5]=[CH:6][C:7]=1[Cl:8].Br[CH2:11][CH2:12][CH2:13][N:14]1[C:22](=[O:23])[C:21]2[C:16](=[CH:17][CH:18]=[CH:19][CH:20]=2)[C:15]1=[O:24].C([O-])([O-])=O.[Cs+].[Cs+].O. (3) Given the product [CH2:18]([C:3]1([CH2:1][CH3:2])[CH2:8][CH2:7][C:6]([C:9]2[CH:14]=[CH:13][C:12]([O:15][CH3:16])=[CH:11][C:10]=2[N:17]2[CH2:26][CH2:25][NH:24][CH2:23][CH2:22]2)=[CH:5][CH2:4]1)[CH3:19], predict the reactants needed to synthesize it. The reactants are: [CH2:1]([C:3]1([CH2:18][CH3:19])[CH2:8][CH2:7][C:6]([C:9]2[CH:14]=[CH:13][C:12]([O:15][CH3:16])=[CH:11][C:10]=2[NH2:17])=[CH:5][CH2:4]1)[CH3:2].Cl.Cl[CH2:22][CH2:23][NH:24][CH2:25][CH2:26]Cl. (4) Given the product [C:12]([NH:10][S:7]([C:4]1[CH:3]=[CH:2][C:1]([CH3:11])=[CH:6][CH:5]=1)(=[O:8])=[O:9])(=[O:24])[CH2:13][CH2:14][CH2:15][CH2:16][CH2:17][CH2:18][CH2:19][CH2:20][CH2:21][CH2:22][CH3:23], predict the reactants needed to synthesize it. The reactants are: [C:1]1([CH3:11])[CH:6]=[CH:5][C:4]([S:7]([NH2:10])(=[O:9])=[O:8])=[CH:3][CH:2]=1.[C:12](O[C:12](=[O:24])[CH2:13][CH2:14][CH2:15][CH2:16][CH2:17][CH2:18][CH2:19][CH2:20][CH2:21][CH2:22][CH3:23])(=[O:24])[CH2:13][CH2:14][CH2:15][CH2:16][CH2:17][CH2:18][CH2:19][CH2:20][CH2:21][CH2:22][CH3:23].O. (5) Given the product [CH:29]1([CH2:28][N:12]([S:9]([C:3]2[CH:4]=[C:5]([Br:8])[CH:6]=[CH:7][C:2]=2[Br:1])(=[O:11])=[O:10])[C@@H:13]2[CH2:17][CH2:16][N:15]([C:18]([O:20][C:21]([CH3:24])([CH3:23])[CH3:22])=[O:19])[CH2:14]2)[CH2:34][CH2:33][CH2:32][CH2:31][CH2:30]1, predict the reactants needed to synthesize it. The reactants are: [Br:1][C:2]1[CH:7]=[CH:6][C:5]([Br:8])=[CH:4][C:3]=1[S:9]([NH:12][C@@H:13]1[CH2:17][CH2:16][N:15]([C:18]([O:20][C:21]([CH3:24])([CH3:23])[CH3:22])=[O:19])[CH2:14]1)(=[O:11])=[O:10].[H-].[Na+].Br[CH2:28][CH:29]1[CH2:34][CH2:33][CH2:32][CH2:31][CH2:30]1. (6) The reactants are: [F:1][C:2]1[C:14]([F:15])=[C:13]([F:16])[CH:12]=[CH:11][C:3]=1[NH:4][CH:5]([CH3:10])[C:6]([O:8]C)=[O:7].[OH-].[Li+]. Given the product [F:1][C:2]1[C:14]([F:15])=[C:13]([F:16])[CH:12]=[CH:11][C:3]=1[NH:4][CH:5]([CH3:10])[C:6]([OH:8])=[O:7], predict the reactants needed to synthesize it. (7) Given the product [CH3:27][C:25]1[CH:24]=[CH:23][C:22]2[O:19][C:17]([C:15]3[CH:14]=[CH:13][C:5]4[N:6]([CH:7]5[CH2:8][CH2:9][O:10][CH2:11][CH2:12]5)[C:2]([CH3:1])=[N:3][C:4]=4[CH:16]=3)=[N:20][C:21]=2[CH:26]=1, predict the reactants needed to synthesize it. The reactants are: [CH3:1][C:2]1[N:6]([CH:7]2[CH2:12][CH2:11][O:10][CH2:9][CH2:8]2)[C:5]2[CH:13]=[CH:14][C:15]([C:17]([OH:19])=O)=[CH:16][C:4]=2[N:3]=1.[NH2:20][C:21]1[CH:26]=[C:25]([CH3:27])[CH:24]=[CH:23][C:22]=1O.CCN=C=NCCCN(C)C.O.C1(C)C=CC(S(O)(=O)=O)=CC=1. (8) The reactants are: Br[CH:2]([C:4]1[CH:5]=[CH:6][C:7]([F:10])=[N:8][CH:9]=1)[CH3:3].[N:11]1([C:17]([O:19][C:20]([CH3:23])([CH3:22])[CH3:21])=[O:18])[CH2:16][CH2:15][NH:14][CH2:13][CH2:12]1.C(=O)([O-])[O-].[K+].[K+].[I-].[K+]. Given the product [F:10][C:7]1[N:8]=[CH:9][C:4]([CH:2]([N:14]2[CH2:13][CH2:12][N:11]([C:17]([O:19][C:20]([CH3:23])([CH3:22])[CH3:21])=[O:18])[CH2:16][CH2:15]2)[CH3:3])=[CH:5][CH:6]=1, predict the reactants needed to synthesize it. (9) Given the product [F:29][C:30]1[CH:38]=[C:37]([NH:39][S:40]([C:43]2[CH:44]=[CH:45][C:46]([N:49]3[CH:53]=[CH:52][CH:51]=[CH:50]3)=[CH:47][CH:48]=2)(=[O:42])=[O:41])[CH:36]=[C:35]([F:54])[C:31]=1[C:32]([NH:19][C@H:18]([C:20]([O:22][CH:23]([CH3:25])[CH3:24])=[O:21])[CH2:17][C:16]1[CH:15]=[CH:14][C:13]([N:4]2[C:5](=[O:12])[C:6]3[N:7]([CH3:11])[CH:8]=[N:9][C:10]=3[N:2]([CH3:1])[C:3]2=[O:28])=[CH:27][CH:26]=1)=[O:33], predict the reactants needed to synthesize it. The reactants are: [CH3:1][N:2]1[C:10]2[N:9]=[CH:8][N:7]([CH3:11])[C:6]=2[C:5](=[O:12])[N:4]([C:13]2[CH:27]=[CH:26][C:16]([CH2:17][C@@H:18]([C:20]([O:22][CH:23]([CH3:25])[CH3:24])=[O:21])[NH2:19])=[CH:15][CH:14]=2)[C:3]1=[O:28].[F:29][C:30]1[CH:38]=[C:37]([NH:39][S:40]([C:43]2[CH:48]=[CH:47][C:46]([N:49]3[CH:53]=[CH:52][CH:51]=[CH:50]3)=[CH:45][CH:44]=2)(=[O:42])=[O:41])[CH:36]=[C:35]([F:54])[C:31]=1[C:32](O)=[O:33].CN(C(ON1N=NC2C=CC=NC1=2)=[N+](C)C)C.F[P-](F)(F)(F)(F)F.C1C=NC2N(O)N=NC=2C=1.C(N(CC)CC)C.